Dataset: Forward reaction prediction with 1.9M reactions from USPTO patents (1976-2016). Task: Predict the product of the given reaction. (1) Given the reactants [Cl:1][C:2]1[CH:10]=[C:9]([CH:11](O)[CH3:12])[C:5]2[O:6][CH2:7][O:8][C:4]=2[CH:3]=1.C1C=C[NH+:17]=CC=1.[O-][Cr](Cl)(=O)=O, predict the reaction product. The product is: [Cl:1][C:2]1[CH:10]=[C:9]([CH:11]([NH2:17])[CH3:12])[C:5]2[O:6][CH2:7][O:8][C:4]=2[CH:3]=1. (2) Given the reactants [Cl-].O[NH3+:3].[C:4](=[O:7])([O-])[OH:5].[Na+].CS(C)=O.[CH2:13]([C:17]1[N:18]=[C:19]([CH3:51])[N:20]([CH2:39][C:40]2[N:41]=[C:42]([C:45]3[CH:50]=[CH:49][CH:48]=[CH:47][CH:46]=3)[S:43][CH:44]=2)[C:21](=[O:38])[C:22]=1[CH2:23][C:24]1[CH:29]=[CH:28][C:27]([C:30]2[C:31]([C:36]#[N:37])=[CH:32][CH:33]=[CH:34][CH:35]=2)=[CH:26][CH:25]=1)[CH2:14][CH2:15][CH3:16], predict the reaction product. The product is: [CH2:13]([C:17]1[N:18]=[C:19]([CH3:51])[N:20]([CH2:39][C:40]2[N:41]=[C:42]([C:45]3[CH:50]=[CH:49][CH:48]=[CH:47][CH:46]=3)[S:43][CH:44]=2)[C:21](=[O:38])[C:22]=1[CH2:23][C:24]1[CH:25]=[CH:26][C:27]([C:30]2[CH:35]=[CH:34][CH:33]=[CH:32][C:31]=2[C:36]2[NH:3][C:4](=[O:7])[O:5][N:37]=2)=[CH:28][CH:29]=1)[CH2:14][CH2:15][CH3:16]. (3) Given the reactants [NH2:1][C@H:2]1[CH2:7][CH2:6][C@H:5]([NH:8][C:9]2[CH:10]=[C:11]([NH:28][C:29]3[CH:33]=[CH:32][N:31]([CH:34]([CH3:36])[CH3:35])[N:30]=3)[C:12]3[N:13]([C:15]([C:18]([NH:20][C:21]4[CH:26]=[CH:25][N:24]=[CH:23][C:22]=4[F:27])=[O:19])=[CH:16][N:17]=3)[N:14]=2)[CH2:4][CH2:3]1.[C:37]([CH2:39][C:40](O)=[O:41])#[N:38].CCN(C(C)C)C(C)C.F[P-](F)(F)(F)(F)F.N1(O[P+](N(C)C)(N(C)C)N(C)C)C2C=CC=CC=2N=N1, predict the reaction product. The product is: [C:37]([CH2:39][C:40]([NH:1][C@H:2]1[CH2:7][CH2:6][C@H:5]([NH:8][C:9]2[CH:10]=[C:11]([NH:28][C:29]3[CH:33]=[CH:32][N:31]([CH:34]([CH3:36])[CH3:35])[N:30]=3)[C:12]3[N:13]([C:15]([C:18]([NH:20][C:21]4[CH:26]=[CH:25][N:24]=[CH:23][C:22]=4[F:27])=[O:19])=[CH:16][N:17]=3)[N:14]=2)[CH2:4][CH2:3]1)=[O:41])#[N:38].